Dataset: Peptide-MHC class I binding affinity with 185,985 pairs from IEDB/IMGT. Task: Regression. Given a peptide amino acid sequence and an MHC pseudo amino acid sequence, predict their binding affinity value. This is MHC class I binding data. (1) The peptide sequence is SLVKPTVYV. The MHC is HLA-A02:01 with pseudo-sequence HLA-A02:01. The binding affinity (normalized) is 0.569. (2) The peptide sequence is KAYAQMWSL. The MHC is HLA-B15:17 with pseudo-sequence YYAMYRENMASTYENIAYLRYHDYTWAELAYLWY. The binding affinity (normalized) is 0.949. (3) The binding affinity (normalized) is 0.0847. The peptide sequence is FSFEIALLK. The MHC is HLA-B18:01 with pseudo-sequence HLA-B18:01. (4) The peptide sequence is KIYKIIIWI. The MHC is HLA-A02:02 with pseudo-sequence HLA-A02:02. The binding affinity (normalized) is 0.346. (5) The peptide sequence is GYKETPFLT. The MHC is HLA-A26:01 with pseudo-sequence HLA-A26:01. The binding affinity (normalized) is 0.